Dataset: Full USPTO retrosynthesis dataset with 1.9M reactions from patents (1976-2016). Task: Predict the reactants needed to synthesize the given product. (1) Given the product [C:15]([O:14][C:12]([N:11]1[CH:10]([CH3:19])[C:9](=[O:8])[CH:23]([C:24]([O:26][CH2:27][C:28]2[CH:33]=[CH:32][CH:31]=[CH:30][CH:29]=2)=[O:25])[CH:22]1[C:21]([O:35][CH2:36][C:37]1[CH:42]=[CH:41][CH:40]=[CH:39][CH:38]=1)=[O:34])=[O:13])([CH3:18])([CH3:17])[CH3:16], predict the reactants needed to synthesize it. The reactants are: C([O:8][C:9](=O)[C@@H:10]([CH3:19])[NH:11][C:12]([O:14][C:15]([CH3:18])([CH3:17])[CH3:16])=[O:13])C1C=CC=CC=1.[C:21]([O:35][CH2:36][C:37]1[CH:42]=[CH:41][CH:40]=[CH:39][CH:38]=1)(=[O:34])/[CH:22]=[CH:23]/[C:24]([O:26][CH2:27][C:28]1[CH:33]=[CH:32][CH:31]=[CH:30][CH:29]=1)=[O:25].[H-].[Na+]. (2) Given the product [C:16]([C:18]1[CH:23]=[CH:22][C:21]([C:2]2[C:3]([O:11][CH2:12][CH:13]3[CH2:15][CH2:14]3)=[N:4][CH:5]=[C:6]([CH:10]=2)[C:7]([NH:27][CH2:28][C@@:29]([CH:31]2[CH2:33][CH2:32]2)([OH:30])[CH3:34])=[O:9])=[CH:20][CH:19]=1)#[N:17], predict the reactants needed to synthesize it. The reactants are: Br[C:2]1[C:3]([O:11][CH2:12][CH:13]2[CH2:15][CH2:14]2)=[N:4][CH:5]=[C:6]([CH:10]=1)[C:7]([OH:9])=O.[C:16]([C:18]1[CH:23]=[CH:22][C:21](B(O)O)=[CH:20][CH:19]=1)#[N:17].[NH2:27][CH2:28][C@@:29]([CH3:34])([CH:31]1[CH2:33][CH2:32]1)[OH:30]. (3) The reactants are: [OH:1][CH:2]([C:16]1[CH:21]=[CH:20][CH:19]=[CH:18][CH:17]=1)[C@H:3]1[O:8][CH2:7][CH2:6][N:5]([C:9]([O:11][C:12]([CH3:15])([CH3:14])[CH3:13])=[O:10])[CH2:4]1.C1(P(C2C=CC=CC=2)C2C=CC=CC=2)C=CC=CC=1.[Cl:41][C:42]1[CH:47]=[CH:46][C:45]([OH:48])=[C:44]([O:49][CH3:50])[CH:43]=1.CC(OC(/N=N/C(OC(C)C)=O)=O)C. Given the product [Cl:41][C:42]1[CH:47]=[CH:46][C:45]([O:1][C@H:2]([C:16]2[CH:17]=[CH:18][CH:19]=[CH:20][CH:21]=2)[C@H:3]2[O:8][CH2:7][CH2:6][N:5]([C:9]([O:11][C:12]([CH3:15])([CH3:14])[CH3:13])=[O:10])[CH2:4]2)=[C:44]([O:49][CH3:50])[CH:43]=1.[Cl:41][C:42]1[CH:47]=[CH:46][C:45]([O:48][C@@H:2]([C:16]2[CH:21]=[CH:20][CH:19]=[CH:18][CH:17]=2)[C@H:3]2[O:8][CH2:7][CH2:6][N:5]([C:9]([O:11][C:12]([CH3:15])([CH3:13])[CH3:14])=[O:10])[CH2:4]2)=[C:44]([O:49][CH3:50])[CH:43]=1, predict the reactants needed to synthesize it. (4) Given the product [NH2:3][C:1](=[S:2])[N:16]1[CH2:17][CH2:18][N:13]([C:19]([O:21][C:22]([CH3:25])([CH3:24])[CH3:23])=[O:20])[CH2:14][CH2:15]1, predict the reactants needed to synthesize it. The reactants are: [C:1](N1C=CN=C1)([N:3]1C=CN=C1)=[S:2].[N:13]1([C:19]([O:21][C:22]([CH3:25])([CH3:24])[CH3:23])=[O:20])[CH2:18][CH2:17][NH:16][CH2:15][CH2:14]1. (5) Given the product [F:34][CH:2]([F:1])[C:3]1[C:11]2[C:6](=[CH:7][C:8]([F:12])=[CH:9][CH:10]=2)[N:5]([S:13]([C:16]2[C:25]3[C:20](=[CH:21][CH:22]=[CH:23][CH:24]=3)[C:19]([O:26][CH3:27])=[C:18]([N:28]3[CH2:33][CH2:32][N:31]([CH3:35])[CH2:30][CH2:29]3)[CH:17]=2)(=[O:15])=[O:14])[CH:4]=1, predict the reactants needed to synthesize it. The reactants are: [F:1][CH:2]([F:34])[C:3]1[C:11]2[C:6](=[CH:7][C:8]([F:12])=[CH:9][CH:10]=2)[N:5]([S:13]([C:16]2[C:25]3[C:20](=[CH:21][CH:22]=[CH:23][CH:24]=3)[C:19]([O:26][CH3:27])=[C:18]([N:28]3[CH2:33][CH2:32][NH:31][CH2:30][CH2:29]3)[CH:17]=2)(=[O:15])=[O:14])[CH:4]=1.[C:35]([BH3-])#N.[Na+].C=O. (6) The reactants are: Cl[C:2]1[CH:7]=[C:6]([C:8]([F:11])([F:10])[F:9])[N:5]=[C:4]([C:12]2[CH:17]=[N:16][CH:15]=[CH:14][N:13]=2)[N:3]=1.[Cl:18][C:19]1[CH:20]=[CH:21][C:22]([OH:26])=[C:23]([CH:25]=1)[NH2:24]. Given the product [Cl:18][C:19]1[CH:20]=[CH:21][C:22]([OH:26])=[C:23]([CH:25]=1)[NH:24][C:2]1[CH:7]=[C:6]([C:8]([F:11])([F:10])[F:9])[N:5]=[C:4]([C:12]2[CH:17]=[N:16][CH:15]=[CH:14][N:13]=2)[N:3]=1, predict the reactants needed to synthesize it. (7) Given the product [N+:16]([C:19]1[CH:20]=[CH:21][C:22]([C:23]([O:8][CH2:1][CH2:2][CH2:3][CH2:4][C@H:5]([OH:7])[CH3:6])=[O:24])=[CH:26][CH:27]=1)([O-:18])=[O:17], predict the reactants needed to synthesize it. The reactants are: [CH2:1]([OH:8])[CH2:2][CH2:3][CH2:4][C@H:5]([OH:7])[CH3:6].C(N(CC)CC)C.[N+:16]([C:19]1[CH:27]=[CH:26][C:22]([C:23](Cl)=[O:24])=[CH:21][CH:20]=1)([O-:18])=[O:17]. (8) Given the product [Cl:18][C:19]1[CH:24]=[C:23]([C:3]2[CH:4]=[CH:5][CH:6]=[C:7]([F:8])[C:2]=2[F:1])[N:22]=[CH:21][N:20]=1, predict the reactants needed to synthesize it. The reactants are: [F:1][C:2]1[C:7]([F:8])=[CH:6][CH:5]=[CH:4][C:3]=1B(O)O.COCCOC.[Cl:18][C:19]1[CH:24]=[C:23](Cl)[N:22]=[CH:21][N:20]=1. (9) Given the product [C:1]([C:5]1[CH:9]=[C:8]([NH:10][C:11]([NH:13][C:14]2[CH:19]=[C:18]([C:20]3[C:32](=[O:33])[N:31]([CH3:34])[C:23]4[N:24]=[C:25]([NH:41][CH2:40][CH2:39][N:37]([CH3:38])[CH3:36])[N:26]=[CH:27][C:22]=4[CH:21]=3)[CH:17]=[CH:16][C:15]=2[F:35])=[O:12])[O:7][N:6]=1)([CH3:4])([CH3:3])[CH3:2], predict the reactants needed to synthesize it. The reactants are: [C:1]([C:5]1[CH:9]=[C:8]([NH:10][C:11]([NH:13][C:14]2[CH:19]=[C:18]([C:20]3[C:32](=[O:33])[N:31]([CH3:34])[C:23]4[N:24]=[C:25](S(C)=O)[N:26]=[CH:27][C:22]=4[CH:21]=3)[CH:17]=[CH:16][C:15]=2[F:35])=[O:12])[O:7][N:6]=1)([CH3:4])([CH3:3])[CH3:2].[CH3:36][N:37]([CH2:39][CH2:40][NH2:41])[CH3:38].C(O)(C(F)(F)F)=O.